Dataset: Forward reaction prediction with 1.9M reactions from USPTO patents (1976-2016). Task: Predict the product of the given reaction. (1) Given the reactants [C:1]([N:4]1[CH2:9][CH2:8][N:7]([CH2:10][C:11]([NH:14][C:15](=[O:24])[O:16][CH2:17][C:18]2[CH:23]=[CH:22][CH:21]=[CH:20][CH:19]=2)([CH3:13])[CH3:12])[CH2:6][CH2:5]1)(=[O:3])[CH3:2].[CH3:25][I:26], predict the reaction product. The product is: [I-:26].[C:1]([N:4]1[CH2:5][CH2:6][N+:7]([CH2:10][C:11]([NH:14][C:15]([O:16][CH2:17][C:18]2[CH:19]=[CH:20][CH:21]=[CH:22][CH:23]=2)=[O:24])([CH3:13])[CH3:12])([CH3:25])[CH2:8][CH2:9]1)(=[O:3])[CH3:2]. (2) Given the reactants [Br:1][C:2]1[CH:3]=[C:4]([NH:9][C:10]2[C:11]3[CH:19]=[C:18](F)[N:17]=[CH:16][C:12]=3[N:13]=[CH:14][N:15]=2)[CH:5]=[CH:6][C:7]=1[Cl:8].[CH3:21][O:22][C:23]1[CH:30]=[CH:29][C:26]([CH2:27][NH2:28])=[CH:25][CH:24]=1, predict the reaction product. The product is: [Br:1][C:2]1[CH:3]=[C:4]([NH:9][C:10]2[C:11]3[CH:19]=[C:18]([NH:28][CH2:27][C:26]4[CH:29]=[CH:30][C:23]([O:22][CH3:21])=[CH:24][CH:25]=4)[N:17]=[CH:16][C:12]=3[N:13]=[CH:14][N:15]=2)[CH:5]=[CH:6][C:7]=1[Cl:8]. (3) Given the reactants [Br:1][C:2]1[C:7]([CH3:8])=[CH:6][C:5](B2OC(C)(C)C(C)(C)O2)=[CH:4][C:3]=1[CH3:18].Br[C:20]1[N:25]=[CH:24][C:23]([CH3:26])=[CH:22][N:21]=1, predict the reaction product. The product is: [Br:1][C:2]1[C:3]([CH3:18])=[CH:4][C:5]([C:20]2[N:25]=[CH:24][C:23]([CH3:26])=[CH:22][N:21]=2)=[CH:6][C:7]=1[CH3:8]. (4) Given the reactants C1(C)C(S([CH2:10][N+:11]#[C-:12])(=O)=O)=CC=CC=1.[CH:14]1([CH:18]=[CH:19][C:20]([O:22][CH2:23][CH3:24])=[O:21])[CH2:17][CH2:16][CH2:15]1.[H-].[Na+], predict the reaction product. The product is: [CH:14]1([C:18]2[C:19]([C:20]([O:22][CH2:23][CH3:24])=[O:21])=[CH:10][NH:11][CH:12]=2)[CH2:15][CH2:16][CH2:17]1. (5) Given the reactants [C:1]([O:5][C:6]([N:8]1[CH2:13][CH2:12][CH:11]([NH:14][C:15]2[CH:23]=[CH:22][C:18]([C:19]([OH:21])=O)=[C:17]([Cl:24])[CH:16]=2)[CH2:10][CH2:9]1)=[O:7])([CH3:4])([CH3:3])[CH3:2].Cl.C([N:28]=C=NCCCN(C)C)C.O.ON1C2C=CC=CC=2N=N1.C(N(C(C)C)CC)(C)C.[Cl-].[NH4+].C(=O)([O-])O.[Na+], predict the reaction product. The product is: [NH2:28][C:19]([C:18]1[CH:22]=[CH:23][C:15]([NH:14][CH:11]2[CH2:12][CH2:13][N:8]([C:6]([O:5][C:1]([CH3:2])([CH3:3])[CH3:4])=[O:7])[CH2:9][CH2:10]2)=[CH:16][C:17]=1[Cl:24])=[O:21]. (6) Given the reactants Br[CH:2]([CH3:16])[C:3]([C:5]1[CH:15]=[CH:14][C:8]2[NH:9][C:10](=[O:13])[CH2:11][S:12][C:7]=2[CH:6]=1)=[O:4].[OH:17][C:18]1([C:24]2[S:25][CH:26]=[CH:27][CH:28]=2)[CH2:23][CH2:22][NH:21][CH2:20][CH2:19]1.C(N(CC)CC)C.O, predict the reaction product. The product is: [OH:17][C:18]1([C:24]2[S:25][CH:26]=[CH:27][CH:28]=2)[CH2:19][CH2:20][N:21]([CH:2]([CH3:16])[C:3]([C:5]2[CH:15]=[CH:14][C:8]3[NH:9][C:10](=[O:13])[CH2:11][S:12][C:7]=3[CH:6]=2)=[O:4])[CH2:22][CH2:23]1. (7) Given the reactants Br[C:2]1[CH:3]=[C:4]([N+:23]([O-])=O)[C:5]([OH:22])=[C:6]([CH:21]=1)[CH:7]=[C:8]1[CH2:13][CH2:12][N:11]([C:14]([O:16][C:17]([CH3:20])([CH3:19])[CH3:18])=[O:15])[CH2:10][CH2:9]1.C(=O)([O-])O.[Na+].Cl[CH2:32][C:33](Cl)=[O:34], predict the reaction product. The product is: [O:34]=[C:33]1[NH:23][C:4]2[CH:3]=[CH:2][CH:21]=[C:6]([CH2:7][CH:8]3[CH2:13][CH2:12][N:11]([C:14]([O:16][C:17]([CH3:20])([CH3:19])[CH3:18])=[O:15])[CH2:10][CH2:9]3)[C:5]=2[O:22][CH2:32]1.